Dataset: Peptide-MHC class I binding affinity with 185,985 pairs from IEDB/IMGT. Task: Regression. Given a peptide amino acid sequence and an MHC pseudo amino acid sequence, predict their binding affinity value. This is MHC class I binding data. (1) The peptide sequence is IVSSVNMISR. The MHC is HLA-A33:01 with pseudo-sequence HLA-A33:01. The binding affinity (normalized) is 0.586. (2) The peptide sequence is IVNRNRQGY. The MHC is HLA-A26:01 with pseudo-sequence HLA-A26:01. The binding affinity (normalized) is 0. (3) The peptide sequence is LYALITEQF. The MHC is HLA-A29:02 with pseudo-sequence HLA-A29:02. The binding affinity (normalized) is 0.390. (4) The peptide sequence is KSKSFNHVLK. The MHC is HLA-A31:01 with pseudo-sequence HLA-A31:01. The binding affinity (normalized) is 0.826. (5) The peptide sequence is TPVTTWEDV. The MHC is HLA-B51:01 with pseudo-sequence HLA-B51:01. The binding affinity (normalized) is 0.